The task is: Predict the reaction yield, written as a fraction of the theoretical maximum amount of product (1.0 means a 100% yield; for example, 0.34 means a 34% yield).. This data is from Reaction yield outcomes from USPTO patents with 853,638 reactions. (1) The reactants are CC(OI1(OC(C)=O)(OC(C)=O)OC(=O)C2C=CC=CC1=2)=O.[CH3:23][O:24][C:25](=[O:45])[C:26]1[CH:31]=[C:30]([CH:32]([OH:36])[CH2:33][CH2:34][CH3:35])[C:29]([C:37]([F:40])([F:39])[F:38])=[CH:28][C:27]=1[NH:41][C:42](=[O:44])[CH3:43].O.[O-]S([O-])=O.[Na+].[Na+]. The catalyst is C(Cl)Cl.CCOC(C)=O. The product is [CH3:23][O:24][C:25](=[O:45])[C:26]1[CH:31]=[C:30]([C:32](=[O:36])[CH2:33][CH2:34][CH3:35])[C:29]([C:37]([F:38])([F:40])[F:39])=[CH:28][C:27]=1[NH:41][C:42](=[O:44])[CH3:43]. The yield is 0.970. (2) The reactants are [Cl:1][C:2]1[CH:7]=[CH:6][C:5]([CH:8]2[N:12]([C:13]3[CH:18]=[CH:17][C:16]([Cl:19])=[CH:15][C:14]=3[Cl:20])[N:11]=[C:10]([CH2:21][NH2:22])[CH2:9]2)=[CH:4][CH:3]=1. The catalyst is C(OCC)C.Cl. The product is [ClH:1].[Cl:1][C:2]1[CH:3]=[CH:4][C:5]([CH:8]2[N:12]([C:13]3[CH:18]=[CH:17][C:16]([Cl:19])=[CH:15][C:14]=3[Cl:20])[N:11]=[C:10]([CH2:21][NH2:22])[CH2:9]2)=[CH:6][CH:7]=1. The yield is 0.910. (3) The reactants are [O:1]1[C:5]2[CH:6]=[CH:7][C:8]([CH:10]=[O:11])=[CH:9][C:4]=2[O:3][CH2:2]1.Br[C:13]1[CH:21]=[CH:20][C:16]2[O:17][CH2:18][O:19][C:15]=2[CH:14]=1.C([Li])CCC.O1C2C=CC(C(C3C=C(OC)C=C(OC)C=3)O)=CC=2OCC1. No catalyst specified. The product is [O:1]1[C:5]2[CH:6]=[CH:7][C:8]([CH:10]([C:13]3[CH:21]=[CH:20][C:16]4[O:17][CH2:18][O:19][C:15]=4[CH:14]=3)[OH:11])=[CH:9][C:4]=2[O:3][CH2:2]1. The yield is 0.830. (4) The product is [Cl:16][C:13]1[CH:14]=[CH:15][C:10]([CH:9]2[CH2:8][N:7]([CH3:17])[C:6](=[O:18])[C:5]3[S:19][C:2]([C:23]4[CH:24]=[CH:25][N:20]=[CH:21][CH:22]=4)=[CH:3][C:4]2=3)=[CH:11][CH:12]=1. The yield is 0.190. The catalyst is O1CCOCC1.O.C1C=CC(P(C2C=CC=CC=2)[C-]2C=CC=C2)=CC=1.C1C=CC(P(C2C=CC=CC=2)[C-]2C=CC=C2)=CC=1.Cl[Pd]Cl.[Fe+2]. The reactants are Br[C:2]1[S:19][C:5]2[C:6](=[O:18])[N:7]([CH3:17])[CH2:8][CH:9]([C:10]3[CH:15]=[CH:14][C:13]([Cl:16])=[CH:12][CH:11]=3)[C:4]=2[CH:3]=1.[N:20]1[CH:25]=[CH:24][C:23](B(O)O)=[CH:22][CH:21]=1.C(=O)([O-])[O-].[Cs+].[Cs+]. (5) The reactants are [CH2:1]([NH:3][C:4](=[O:29])[NH:5][C:6]1[S:7][C:8]2[C:13]([N:14]=1)=[CH:12][C:11]([C:15]1[CH:16]=[N:17][CH:18]=[N:19][CH:20]=1)=[C:10]([NH:21][CH:22]([CH3:28])[C:23]([O:25]CC)=O)[N:9]=2)[CH3:2].[CH3:30][NH2:31]. No catalyst specified. The product is [CH2:1]([NH:3][C:4](=[O:29])[NH:5][C:6]1[S:7][C:8]2[C:13]([N:14]=1)=[CH:12][C:11]([C:15]1[CH:20]=[N:19][CH:18]=[N:17][CH:16]=1)=[C:10]([NH:21][CH:22]([CH3:28])[C:23]([NH:31][CH3:30])=[O:25])[N:9]=2)[CH3:2]. The yield is 0.519. (6) The reactants are [CH3:1][O:2][C:3]1[CH:8]=[C:7]([C:9]([CH3:14])([CH3:13])[C:10](O)=[O:11])[CH:6]=[CH:5][C:4]=1[C:15]1[CH:20]=[C:19]([CH2:21][O:22][CH3:23])[CH:18]=[CH:17][CH:16]=1.C1C=CC2N(O)N=NC=2C=1.[CH2:34]([NH2:38])[CH:35]([CH3:37])[CH3:36].C(Cl)CCl. The catalyst is C(Cl)Cl.CN(C=O)C. The product is [CH2:34]([NH:38][C:10](=[O:11])[C:9]([C:7]1[CH:6]=[CH:5][C:4]([C:15]2[CH:16]=[CH:17][CH:18]=[C:19]([CH2:21][O:22][CH3:23])[CH:20]=2)=[C:3]([O:2][CH3:1])[CH:8]=1)([CH3:13])[CH3:14])[CH:35]([CH3:37])[CH3:36]. The yield is 0.410. (7) The reactants are [N:1]1([CH2:5][C:6]2[N:10]([CH2:11]C)[N:9]=[C:8]([N+:13]([O-])=O)[CH:7]=2)[CH2:4][CH2:3][CH2:2]1. The catalyst is C(O)C. The product is [N:1]1([CH2:5][C:6]2[N:10]([CH3:11])[N:9]=[C:8]([NH2:13])[CH:7]=2)[CH2:4][CH2:3][CH2:2]1. The yield is 0.940.